This data is from CYP2D6 inhibition data for predicting drug metabolism from PubChem BioAssay. The task is: Regression/Classification. Given a drug SMILES string, predict its absorption, distribution, metabolism, or excretion properties. Task type varies by dataset: regression for continuous measurements (e.g., permeability, clearance, half-life) or binary classification for categorical outcomes (e.g., BBB penetration, CYP inhibition). Dataset: cyp2d6_veith. (1) The drug is Cc1cc(C)n(-c2nc3ccccc3c(=O)n2OCc2ccc(Cl)cc2)n1. The result is 0 (non-inhibitor). (2) The drug is COCC(=O)N1CCC2(CC1)CCN(c1ccccn1)CC2. The result is 0 (non-inhibitor). (3) The compound is COc1ccc(C(=O)NCC2OCCc3ccccc32)cc1. The result is 1 (inhibitor). (4) The molecule is Nc1ccc2[nH]cc(CCC(=O)O)c2c1. The result is 0 (non-inhibitor). (5) The drug is COc1cccc(-c2cc(=O)c3ccccc3o2)c1N. The result is 1 (inhibitor). (6) The result is 0 (non-inhibitor). The drug is CN1CCCC2(CCN(C(=O)c3cnccn3)CC2)C1. (7) The compound is CN1[C@H]2CC[C@@H]1CC(OC(c1ccc(F)cc1)c1ccc(F)cc1)C2. The result is 1 (inhibitor). (8) The molecule is COc1ccc(-n2c(=O)cnc3cnc(N4CCNCC4)nc32)cc1. The result is 0 (non-inhibitor).